This data is from Catalyst prediction with 721,799 reactions and 888 catalyst types from USPTO. The task is: Predict which catalyst facilitates the given reaction. Reactant: [CH:1]([N:4]1[C:8]2[N:9]=[CH:10][N:11]=[CH:12][C:7]=2[C:6]([C:13]([C:15]2[CH:16]=[C:17]([NH:21][C:22](=[O:37])[CH:23]([C:31]3[CH:36]=[CH:35][CH:34]=[CH:33][CH:32]=3)[O:24]C3CCCCO3)[CH:18]=[N:19][CH:20]=2)=[O:14])=[CH:5]1)([CH3:3])[CH3:2].Cl.O1CCOCC1. Product: [OH:24][CH:23]([C:31]1[CH:32]=[CH:33][CH:34]=[CH:35][CH:36]=1)[C:22]([NH:21][C:17]1[CH:18]=[N:19][CH:20]=[C:15]([C:13]([C:6]2[C:7]3[CH:12]=[N:11][CH:10]=[N:9][C:8]=3[N:4]([CH:1]([CH3:3])[CH3:2])[CH:5]=2)=[O:14])[CH:16]=1)=[O:37]. The catalyst class is: 12.